Binary Classification. Given a T-cell receptor sequence (or CDR3 region) and an epitope sequence, predict whether binding occurs between them. From a dataset of TCR-epitope binding with 47,182 pairs between 192 epitopes and 23,139 TCRs. (1) The epitope is LLQTGIHVRVSQPSL. The TCR CDR3 sequence is CASSRRTPRRETQYF. Result: 1 (the TCR binds to the epitope). (2) The epitope is AYILFTRFFYV. The TCR CDR3 sequence is CASSLVSVSPTDTQYF. Result: 0 (the TCR does not bind to the epitope). (3) The epitope is KPLEFGATSAAL. The TCR CDR3 sequence is CASSLAGLQETQYF. Result: 1 (the TCR binds to the epitope). (4) The epitope is FLLNKEMYL. The TCR CDR3 sequence is CASSGDGYGYTF. Result: 0 (the TCR does not bind to the epitope). (5) The epitope is KLSALGINAV. The TCR CDR3 sequence is CASSPGVWDTEAFF. Result: 0 (the TCR does not bind to the epitope). (6) Result: 0 (the TCR does not bind to the epitope). The TCR CDR3 sequence is CASSQEQASNEQFF. The epitope is NQKLIANQF. (7) The epitope is KEIDRLNEV. The TCR CDR3 sequence is CASGEGLAGQETQYF. Result: 0 (the TCR does not bind to the epitope). (8) The epitope is FTISVTTEIL. The TCR CDR3 sequence is CASSPDSLTLISSYNEQFF. Result: 0 (the TCR does not bind to the epitope).